From a dataset of Catalyst prediction with 721,799 reactions and 888 catalyst types from USPTO. Predict which catalyst facilitates the given reaction. (1) Reactant: [F:1][C:2]([F:19])([F:18])[C:3]1[CH:4]=[C:5]([C:13]2[N:17]=[CH:16][NH:15][N:14]=2)[CH:6]=[C:7]([C:9]([F:12])([F:11])[F:10])[CH:8]=1.C1N2CCN(CC2)C1.I/[CH:29]=[CH:30]\[C:31]([O:33][CH:34]([CH3:36])[CH3:35])=[O:32]. Product: [F:19][C:2]([F:1])([F:18])[C:3]1[CH:4]=[C:5]([C:13]2[N:17]=[CH:16][N:15](/[CH:29]=[CH:30]\[C:31]([O:33][CH:34]([CH3:36])[CH3:35])=[O:32])[N:14]=2)[CH:6]=[C:7]([C:9]([F:10])([F:12])[F:11])[CH:8]=1. The catalyst class is: 3. (2) Reactant: [Cl:1][C:2]1[CH:7]=[CH:6][CH:5]=[CH:4][CH:3]=1.[Cl:8][C:9]1[CH:10]=[C:11]([CH2:15][C:16]([OH:18])=O)[CH:12]=[CH:13][CH:14]=1.CN(C)C=O.S(Cl)(Cl)=O.[Cl-].[Al+3].[Cl-].[Cl-]. Product: [Cl:8][C:9]1[CH:10]=[C:11]([CH2:15][C:16]([C:5]2[CH:6]=[CH:7][C:2]([Cl:1])=[CH:3][CH:4]=2)=[O:18])[CH:12]=[CH:13][CH:14]=1. The catalyst class is: 40. (3) Reactant: [CH3:1][O:2][C:3]1[CH:8]=[CH:7][C:6]([C:9]2[S:13][C:12]([C:14]([N:16]3[CH2:21][CH2:20][CH2:19][CH2:18][C@H:17]3[C:22]([O:24]C)=[O:23])=[O:15])=[C:11]([NH:26][C:27]([NH:29][C:30]3[C:35]([CH3:36])=[CH:34][C:33]([CH3:37])=[CH:32][C:31]=3[CH3:38])=[O:28])[CH:10]=2)=[CH:5][CH:4]=1.[OH-].[Li+]. Product: [CH3:1][O:2][C:3]1[CH:4]=[CH:5][C:6]([C:9]2[S:13][C:12]([C:14]([N:16]3[CH2:21][CH2:20][CH2:19][CH2:18][C@H:17]3[C:22]([OH:24])=[O:23])=[O:15])=[C:11]([NH:26][C:27]([NH:29][C:30]3[C:31]([CH3:38])=[CH:32][C:33]([CH3:37])=[CH:34][C:35]=3[CH3:36])=[O:28])[CH:10]=2)=[CH:7][CH:8]=1. The catalyst class is: 1. (4) Reactant: [CH:1]([C:4]1[S:5][CH:6]=[C:7](/[CH:9]=[CH:10]/[C:11]2[C:12]([O:22]COC)=[N:13][N:14]([C:16]3[CH:21]=[CH:20][CH:19]=[CH:18][CH:17]=3)[CH:15]=2)[N:8]=1)([CH3:3])[CH3:2].[ClH:26]. Product: [ClH:26].[CH:1]([C:4]1[S:5][CH:6]=[C:7](/[CH:9]=[CH:10]/[C:11]2[C:12]([OH:22])=[N:13][N:14]([C:16]3[CH:17]=[CH:18][CH:19]=[CH:20][CH:21]=3)[CH:15]=2)[N:8]=1)([CH3:3])[CH3:2]. The catalyst class is: 5. (5) Reactant: [ClH:1].[F:2][C:3]1[CH:4]=[CH:5][C:6]([CH2:9][O:10][C:11]2[CH:16]=[CH:15][N:14]([C:17]3[CH:18]=[CH:19][C:20]4[C:29]5[CH2:28][CH2:27][N:26](C(OC(C)(C)C)=O)[CH2:25][CH2:24][C:23]=5[N:22]([CH3:37])[C:21]=4[N:38]=3)[C:13](=[O:39])[CH:12]=2)=[N:7][CH:8]=1. Product: [ClH:1].[F:2][C:3]1[CH:4]=[CH:5][C:6]([CH2:9][O:10][C:11]2[CH:16]=[CH:15][N:14]([C:17]3[CH:18]=[CH:19][C:20]4[C:29]5[CH2:28][CH2:27][NH:26][CH2:25][CH2:24][C:23]=5[N:22]([CH3:37])[C:21]=4[N:38]=3)[C:13](=[O:39])[CH:12]=2)=[N:7][CH:8]=1. The catalyst class is: 275. (6) Reactant: [Br:1][C:2]1[CH:7]=[CH:6][C:5]([OH:8])=[CH:4][C:3]=1[Cl:9].C([O-])([O-])=O.[K+].[K+].[CH2:16](Br)[C:17]1[CH:22]=[CH:21][CH:20]=[CH:19][CH:18]=1. Product: [CH2:16]([O:8][C:5]1[CH:6]=[CH:7][C:2]([Br:1])=[C:3]([Cl:9])[CH:4]=1)[C:17]1[CH:22]=[CH:21][CH:20]=[CH:19][CH:18]=1. The catalyst class is: 18. (7) Reactant: C([C@@:3]1([C:22]([OH:24])=[O:23])[CH2:8][CH2:7][CH2:6][CH2:5][C@H:4]1[O:9][CH2:10][CH2:11][C:12]1[CH:17]=[CH:16][C:15]([O:18][CH3:19])=[C:14]([O:20][CH3:21])[CH:13]=1)C.[OH-].[Na+]. Product: [CH3:21][O:20][C:14]1[CH:13]=[C:12]([CH:17]=[CH:16][C:15]=1[O:18][CH3:19])[CH2:11][CH2:10][O:9][C@@H:4]1[CH2:5][CH2:6][CH2:7][CH2:8][C@H:3]1[C:22]([OH:24])=[O:23]. The catalyst class is: 14. (8) Reactant: C(O)=O.[Cl:4][C:5]1[C:6]([C:17]2[N:21]([CH3:22])[C:20]3[CH:23]=[CH:24][CH:25]=[CH:26][C:19]=3[N:18]=2)=[N:7][C:8]([N:11]2[CH2:16][CH2:15][NH:14][CH2:13][CH2:12]2)=[CH:9][CH:10]=1.[CH3:27][N:28]=[C:29]=[O:30]. Product: [Cl:4][C:5]1[CH:10]=[CH:9][C:8]([N:11]2[CH2:12][CH2:13][N:14]([C:29]([NH:28][CH3:27])=[O:30])[CH2:15][CH2:16]2)=[N:7][C:6]=1[C:17]1[N:21]([CH3:22])[C:20]2[CH:23]=[CH:24][CH:25]=[CH:26][C:19]=2[N:18]=1. The catalyst class is: 2. (9) Reactant: [N:1]1[CH:6]=[CH:5][CH:4]=[CH:3][C:2]=1[NH:7][C:8]1[N:13]=[C:12]([C:14]2[CH:19]=[CH:18][CH:17]=[CH:16][N:15]=2)[CH:11]=[CH:10][C:9]=1[NH2:20].[C:21](Cl)(=[O:23])[CH3:22].C(N(CC)CC)C. Product: [N:1]1[CH:6]=[CH:5][CH:4]=[CH:3][C:2]=1[NH:7][C:8]1[N:13]=[C:12]([C:14]2[CH:19]=[CH:18][CH:17]=[CH:16][N:15]=2)[CH:11]=[CH:10][C:9]=1[NH:20][C:21](=[O:23])[CH3:22]. The catalyst class is: 22.